This data is from Catalyst prediction with 721,799 reactions and 888 catalyst types from USPTO. The task is: Predict which catalyst facilitates the given reaction. (1) Reactant: [CH3:1][O:2][C:3](=[O:20])[C:4]1[CH:9]=[C:8]([N:10]=[CH:11][C:12]2[CH:17]=[CH:16][CH:15]=[C:14]([Br:18])[CH:13]=2)[CH:7]=[CH:6][C:5]=1[F:19].O.[O-]S(C(F)(F)F)(=O)=O.[Yb+3].[O-]S(C(F)(F)F)(=O)=O.[O-]S(C(F)(F)F)(=O)=O.[CH:47](=[O:51])[CH:48]([CH3:50])[CH3:49].O. Product: [CH3:1][O:2][C:3]([C:4]1[C:9]2[CH:47]([OH:51])[C:48]([CH3:50])([CH3:49])[CH:11]([C:12]3[CH:17]=[CH:16][CH:15]=[C:14]([Br:18])[CH:13]=3)[NH:10][C:8]=2[CH:7]=[CH:6][C:5]=1[F:19])=[O:20]. The catalyst class is: 7. (2) Reactant: [H-].[Na+].[CH3:3][N:4]1[CH2:9][CH2:8][NH:7][CH2:6][CH2:5]1.CS(O[CH2:15][C@@H:16]1[C@@H:25]([CH3:26])[C@H:24]([C:27]([C:29]2[CH:34]=[C:33]([O:35][CH3:36])[CH:32]=[C:31]([O:37][CH3:38])[CH:30]=2)=[O:28])[C@:23]2([CH3:39])[C@H:18]([C:19]([CH3:41])([CH3:40])[CH2:20][CH2:21][CH2:22]2)[CH2:17]1)(=O)=O.C([O-])(O)=O.[Na+]. Product: [CH3:38][O:37][C:31]1[CH:30]=[C:29]([C:27]([C@@H:24]2[C@:23]3([CH3:39])[C@H:18]([C:19]([CH3:41])([CH3:40])[CH2:20][CH2:21][CH2:22]3)[CH2:17][C@H:16]([CH2:15][N:7]3[CH2:8][CH2:9][N:4]([CH3:3])[CH2:5][CH2:6]3)[C@H:25]2[CH3:26])=[O:28])[CH:34]=[C:33]([O:35][CH3:36])[CH:32]=1. The catalyst class is: 215. (3) Product: [NH2:15][C:16]1[CH:21]=[C:20]([C:22]2[N:23]([CH3:32])[C:24]3[C:29]([C:30]=2[C:6]#[N:5])=[CH:28][CH:27]=[C:26]([Cl:31])[CH:25]=3)[CH:19]=[N:18][CH:17]=1. The catalyst class is: 10. Reactant: ClS([N:5]=[C:6]=O)(=O)=O.CC(OC([N:15](C(OC(C)(C)C)=O)[C:16]1[CH:17]=[N:18][CH:19]=[C:20]([C:22]2[N:23]([CH3:32])[C:24]3[C:29]([CH:30]=2)=[CH:28][CH:27]=[C:26]([Cl:31])[CH:25]=3)[CH:21]=1)=O)(C)C.CN(C=O)C. (4) Reactant: [CH:1]1([CH2:4][N:5]([CH2:24][CH2:25][CH3:26])[C:6]2[N:11]=[CH:10][N:9]=[C:8]([C:12]([NH:14][C:15]3[CH:20]=[CH:19][C:18]([CH:21]=O)=[CH:17][C:16]=3[CH3:23])=[O:13])[CH:7]=2)[CH2:3][CH2:2]1.Cl.[NH2:28][CH2:29][CH2:30][CH2:31][C:32]([O:34]C(C)(C)C)=O.C(=O)([O-])[O-].C(O[BH-](OC(=O)C)OC(=O)C)(=O)C. Product: [CH:1]1([CH2:4][N:5]([CH2:24][CH2:25][CH3:26])[C:6]2[N:11]=[CH:10][N:9]=[C:8]([C:12]([NH:14][C:15]3[CH:20]=[CH:19][C:18]([CH2:21][N:28]4[CH2:29][CH2:30][CH2:31][C:32]4=[O:34])=[CH:17][C:16]=3[CH3:23])=[O:13])[CH:7]=2)[CH2:3][CH2:2]1. The catalyst class is: 2. (5) Reactant: [CH3:1][C:2]1[CH:3]=[C:4]2[C:10]3[CH2:11][N:12]([CH3:15])[CH2:13][CH2:14][C:9]=3[NH:8][C:5]2=[N:6][CH:7]=1.[H-].[Na+].CC1C=CC(S(O[CH2:29][CH2:30][C:31]2[CH:32]=[N:33][C:34]([CH3:37])=[CH:35][CH:36]=2)(=O)=O)=CC=1. Product: [CH3:1][C:2]1[CH:3]=[C:4]2[C:10]3[CH2:11][N:12]([CH3:15])[CH2:13][CH2:14][C:9]=3[N:8]([CH2:29][CH2:30][C:31]3[CH:32]=[N:33][C:34]([CH3:37])=[CH:35][CH:36]=3)[C:5]2=[N:6][CH:7]=1. The catalyst class is: 18. (6) Reactant: [CH3:1][O:2][C:3]1[CH:8]=[CH:7][C:6]([CH2:9][CH:10]([NH:15][CH:16]=O)[C:11]([CH3:14])([CH3:13])[CH3:12])=[CH:5][C:4]=1[O:18][CH2:19][CH2:20][CH2:21][O:22][CH3:23].O=P(Cl)(Cl)Cl. Product: [C:11]([CH:10]1[CH2:9][C:6]2[C:7](=[CH:8][C:3]([O:2][CH3:1])=[C:4]([O:18][CH2:19][CH2:20][CH2:21][O:22][CH3:23])[CH:5]=2)[CH:16]=[N:15]1)([CH3:14])([CH3:13])[CH3:12]. The catalyst class is: 10. (7) Reactant: [C:1](Cl)(=[O:3])[CH3:2].[OH:5][CH2:6][C:7]1([C:22](O)=[O:23])[CH2:11][CH2:10][N:9]([C:12](=[O:21])[C:13]2[CH:18]=[CH:17][C:16]([O:19][CH3:20])=[CH:15][CH:14]=2)[CH2:8]1.O. Product: [CH2:1]([O:3][C:6]([C:7]1([CH2:22][OH:23])[CH2:11][CH2:10][N:9]([C:12](=[O:21])[C:13]2[CH:18]=[CH:17][C:16]([O:19][CH3:20])=[CH:15][CH:14]=2)[CH2:8]1)=[O:5])[CH3:2]. The catalyst class is: 8. (8) Reactant: [CH2:1]([O:8][C:9]1[CH:10]=[C:11]([CH:25]=[CH:26][C:27]=1[O:28][CH2:29][C:30]1[CH:35]=[CH:34][CH:33]=[CH:32][CH:31]=1)[CH2:12][N:13]1[CH2:18][CH2:17][N:16]([CH2:19][C:20]([O:22]CC)=O)[CH2:15][CH2:14]1)[C:2]1[CH:7]=[CH:6][CH:5]=[CH:4][CH:3]=1.[NH2:36][NH2:37]. Product: [CH2:1]([O:8][C:9]1[CH:10]=[C:11]([CH:25]=[CH:26][C:27]=1[O:28][CH2:29][C:30]1[CH:35]=[CH:34][CH:33]=[CH:32][CH:31]=1)[CH2:12][N:13]1[CH2:14][CH2:15][N:16]([CH2:19][C:20]([NH:36][NH2:37])=[O:22])[CH2:17][CH2:18]1)[C:2]1[CH:3]=[CH:4][CH:5]=[CH:6][CH:7]=1. The catalyst class is: 8.